This data is from Full USPTO retrosynthesis dataset with 1.9M reactions from patents (1976-2016). The task is: Predict the reactants needed to synthesize the given product. (1) Given the product [F:1][C:2]([F:7])([F:6])[C:3]([OH:5])=[O:4].[NH2:27][C:23]1[CH:22]=[C:21]([NH:20][S:17]([C:14]2[CH:15]=[CH:16][C:11]([N+:8]([O-:10])=[O:9])=[CH:12][CH:13]=2)(=[O:18])=[O:19])[CH:26]=[CH:25][CH:24]=1, predict the reactants needed to synthesize it. The reactants are: [F:1][C:2]([F:7])([F:6])[C:3]([OH:5])=[O:4].[N+:8]([C:11]1[CH:16]=[CH:15][C:14]([S:17]([NH:20][C:21]2[CH:22]=[C:23]([NH:27]C(=O)OC(C)(C)C)[CH:24]=[CH:25][CH:26]=2)(=[O:19])=[O:18])=[CH:13][CH:12]=1)([O-:10])=[O:9].C1(C)C=CC=CC=1. (2) The reactants are: Cl.Cl.Cl.Cl.[N:5]1[CH:10]=[CH:9][C:8]([CH2:11][C@H:12]([C:14]([N:16]2[CH2:21][CH2:20][N:19]([CH:22]3[CH2:27][CH2:26][N:25]([CH3:28])[CH2:24][CH2:23]3)[CH2:18][CH2:17]2)=[O:15])[NH2:13])=[CH:7][CH:6]=1.[NH:29]1[C:37]2[C:32](=[CH:33][CH:34]=[C:35]([C:38](O)=[O:39])[CH:36]=2)[CH:31]=[CH:30]1. Given the product [NH:29]1[C:37]2[C:32](=[CH:33][CH:34]=[C:35]([C:38]([NH:13][C@@H:12]([C:14]([N:16]3[CH2:21][CH2:20][N:19]([CH:22]4[CH2:27][CH2:26][N:25]([CH3:28])[CH2:24][CH2:23]4)[CH2:18][CH2:17]3)=[O:15])[CH2:11][C:8]3[CH:7]=[CH:6][N:5]=[CH:10][CH:9]=3)=[O:39])[CH:36]=2)[CH:31]=[CH:30]1, predict the reactants needed to synthesize it. (3) Given the product [Cl:1][C:2]1[CH:3]=[CH:4][C:5]([O:10][CH2:12][S:13][CH3:14])=[C:6]([CH:9]=1)[CH:7]=[O:8], predict the reactants needed to synthesize it. The reactants are: [Cl:1][C:2]1[CH:3]=[CH:4][C:5]([OH:10])=[C:6]([CH:9]=1)[CH:7]=[O:8].Cl[CH2:12][S:13][CH3:14].C([O-])([O-])=O.[K+].[K+]. (4) The reactants are: [CH3:1][O:2][C:3]1[CH:4]=[C:5]2[C:9](=[CH:10][CH:11]=1)[NH:8][CH:7]=[CH:6]2.C([Li])CCC.[C:17]1([S:23](Cl)(=[O:25])=[O:24])[CH:22]=[CH:21][CH:20]=[CH:19][CH:18]=1.C([O-])(O)=O.[Na+].[K+].[Br-]. Given the product [CH3:1][O:2][C:3]1[CH:4]=[C:5]2[C:9](=[CH:10][CH:11]=1)[N:8]([S:23]([C:17]1[CH:22]=[CH:21][CH:20]=[CH:19][CH:18]=1)(=[O:25])=[O:24])[CH:7]=[CH:6]2, predict the reactants needed to synthesize it. (5) Given the product [ClH:16].[NH:5]1[CH2:6][CH2:7][S:2](=[O:15])(=[O:1])[CH2:3][CH2:4]1, predict the reactants needed to synthesize it. The reactants are: [O:1]=[S:2]1(=[O:15])[CH2:7][CH2:6][N:5](C(OC(C)(C)C)=O)[CH2:4][CH2:3]1.[ClH:16]. (6) Given the product [C:1]([O:5][C:6]([N:8]1[CH2:13][C:12](=[O:14])[CH2:11][CH2:10][CH:9]1[C:15]([O:17][CH3:18])=[O:16])=[O:7])([CH3:4])([CH3:2])[CH3:3], predict the reactants needed to synthesize it. The reactants are: [C:1]([O:5][C:6]([N:8]1[CH2:13][C:12](=[O:14])[CH2:11][CH2:10][CH:9]1[C:15]([OH:17])=[O:16])=[O:7])([CH3:4])([CH3:3])[CH3:2].[CH3:18][Si](C=[N+]=[N-])(C)C. (7) Given the product [CH3:7][C@@H:8]1[CH2:25][C:24]2[CH2:23][C:22](=[CH2:1])[CH2:21][CH2:20][C:19]=2[C@@H:18]2[C@@H:9]1[C@H:10]1[C@@:14]([CH2:16][CH2:17]2)([CH3:15])[C:13](=[CH2:27])[CH2:12][CH2:11]1, predict the reactants needed to synthesize it. The reactants are: [CH3:1]C(C)([O-])C.[K+].[CH3:7][C@@H:8]1[CH2:25][C:24]2[CH2:23][C:22](=O)[CH2:21][CH2:20][C:19]=2[C@@H:18]2[C@@H:9]1[C@H:10]1[C@@:14]([CH2:16][CH2:17]2)([CH3:15])[C:13](=[CH2:27])[CH2:12][CH2:11]1. (8) Given the product [ClH:34].[CH3:23][N:21]1[C:22]2[C:18](=[CH:17][CH:16]=[CH:15][C:14]=2[N:11]2[CH2:10][CH2:9][NH:8][CH2:13][CH2:12]2)[C:19]([S:25]([C:28]2[CH:33]=[CH:32][CH:31]=[CH:30][CH:29]=2)(=[O:26])=[O:27])=[C:20]1[CH3:24], predict the reactants needed to synthesize it. The reactants are: C(OC([N:8]1[CH2:13][CH2:12][N:11]([C:14]2[CH:15]=[CH:16][CH:17]=[C:18]3[C:22]=2[N:21]([CH3:23])[C:20]([CH3:24])=[C:19]3[S:25]([C:28]2[CH:33]=[CH:32][CH:31]=[CH:30][CH:29]=2)(=[O:27])=[O:26])[CH2:10][CH2:9]1)=O)(C)(C)C.[ClH:34]. (9) Given the product [O:18]1[C:23]2[CH:24]=[CH:25][CH:26]=[C:27]([N:28]3[CH2:6][CH2:5][N:4]([C@H:13]([CH3:17])[CH2:14][OH:15])[CH2:3][CH2:2]3)[C:22]=2[O:21][CH2:20][CH2:19]1, predict the reactants needed to synthesize it. The reactants are: Cl[CH2:2][CH2:3][NH:4][CH2:5][CH2:6]Cl.CS(O[C@@H:13]([CH3:17])[C:14]([O-])=[O:15])(=O)=O.[O:18]1[C:23]2[CH:24]=[CH:25][CH:26]=[C:27]([NH2:28])[C:22]=2[O:21][CH2:20][CH2:19]1.C(=O)(O)[O-].[Na+].[H-].[Al+3].[Li+].[H-].[H-].[H-]. (10) Given the product [CH2:16]([N:18]([CH2:2][CH2:3][O:4][C:5]1[CH:10]=[CH:9][C:8]([O:11][CH3:12])=[C:7]([N+:13]([O-:15])=[O:14])[CH:6]=1)[CH2:19][CH3:20])[CH3:17], predict the reactants needed to synthesize it. The reactants are: Cl[CH2:2][CH2:3][O:4][C:5]1[CH:10]=[CH:9][C:8]([O:11][CH3:12])=[C:7]([N+:13]([O-:15])=[O:14])[CH:6]=1.[CH2:16]([NH:18][CH2:19][CH3:20])[CH3:17].